Binary Classification. Given a T-cell receptor sequence (or CDR3 region) and an epitope sequence, predict whether binding occurs between them. From a dataset of TCR-epitope binding with 47,182 pairs between 192 epitopes and 23,139 TCRs. (1) Result: 1 (the TCR binds to the epitope). The TCR CDR3 sequence is CASSLAAGEVPEAFF. The epitope is LEPLVDLPI. (2) The epitope is KPLEFGATSAAL. The TCR CDR3 sequence is CASSEDRGLAYEQYF. Result: 1 (the TCR binds to the epitope).